This data is from Full USPTO retrosynthesis dataset with 1.9M reactions from patents (1976-2016). The task is: Predict the reactants needed to synthesize the given product. (1) Given the product [Cl:11][C:12]1[CH:17]=[C:16]([C:2]2[C:7]([O:8][CH3:9])=[CH:6][CH:5]=[C:4]([CH3:10])[N:3]=2)[CH:15]=[CH:14][CH:13]=1, predict the reactants needed to synthesize it. The reactants are: Br[C:2]1[C:7]([O:8][CH3:9])=[CH:6][CH:5]=[C:4]([CH3:10])[N:3]=1.[Cl:11][C:12]1[CH:13]=[C:14](B(O)O)[CH:15]=[CH:16][CH:17]=1.C1C=CC(P(C2C=CC=CC=2)C2C=CC=CC=2)=CC=1.C([O-])([O-])=O.[K+].[K+]. (2) Given the product [ClH:1].[CH:8]1[CH:7]=[CH:6][CH:5]=[C:4]2[C:9]=1[C:10]1[NH:18][C:17]3[C:12](=[CH:13][CH:14]=[CH:15][CH:16]=3)[C:11]=1[C:2]([NH:30][CH2:31][CH2:32][N:33]1[CH2:38][CH2:37][NH:36][CH2:35][CH2:34]1)=[N:3]2, predict the reactants needed to synthesize it. The reactants are: [Cl:1][C:2]1[C:11]2[C:12]3[C:17]([NH:18][C:10]=2[C:9]2[C:4](=[CH:5][CH:6]=[CH:7][CH:8]=2)[N:3]=1)=[CH:16][CH:15]=[CH:14][CH:13]=3.N1C2C(=CC=CC=2)C(=O)C1=O.[NH2:30][CH2:31][CH2:32][N:33]1[CH2:38][CH2:37][NH:36][CH2:35][CH2:34]1.Cl. (3) Given the product [CH2:4]([N:20]1[C:21]2[C:26](=[CH:25][CH:24]=[C:23]([F:27])[CH:22]=2)[C:18]([CH:15]2[CH2:16][CH2:17][N:12]([CH2:11][C:9]3[CH:8]=[CH:7][C:6]([O:28][CH3:29])=[C:5]([CH:10]=3)[C:4]([OH:3])=[O:30])[CH2:13][CH2:14]2)=[CH:19]1)[CH2:5][CH2:6][CH3:7], predict the reactants needed to synthesize it. The reactants are: C([O:3][C:4](=[O:30])[C:5]1[CH:10]=[C:9]([CH2:11][N:12]2[CH2:17][CH2:16][CH:15]([C:18]3[C:26]4[C:21](=[CH:22][C:23]([F:27])=[CH:24][CH:25]=4)[NH:20][CH:19]=3)[CH2:14][CH2:13]2)[CH:8]=[CH:7][C:6]=1[O:28][CH3:29])C.[H-].[Na+]. (4) Given the product [Br:1][C:2]1[CH:11]=[CH:10][C:9]2[N:8]=[CH:7][C:6]3[N:12]([CH3:25])[C:13](=[O:22])[N:14]([C:15]4[CH:20]=[CH:19][CH:18]=[CH:17][C:16]=4[Cl:21])[C:5]=3[C:4]=2[CH:3]=1, predict the reactants needed to synthesize it. The reactants are: [Br:1][C:2]1[CH:11]=[CH:10][C:9]2[N:8]=[CH:7][C:6]3[NH:12][C:13](=[O:22])[N:14]([C:15]4[CH:20]=[CH:19][CH:18]=[CH:17][C:16]=4[Cl:21])[C:5]=3[C:4]=2[CH:3]=1.[H-].[Na+].[CH3:25]I.O. (5) Given the product [C:20]([O:24][C:25](=[O:53])[NH:26][C:27](=[NH:28])[C:29]1[S:30][C:31]([S:51][CH3:52])=[C:32]([S:34]([C:37]2[CH:38]=[C:39]([C:43]3[CH:48]=[CH:47][C:46]([N:49]=[C:1]=[S:2])=[CH:45][C:44]=3[CH3:50])[CH:40]=[CH:41][CH:42]=2)(=[O:36])=[O:35])[CH:33]=1)([CH3:23])([CH3:22])[CH3:21], predict the reactants needed to synthesize it. The reactants are: [C:1](N1C=CC=CC1=O)(N1C=CC=CC1=O)=[S:2].C(Cl)Cl.[C:20]([O:24][C:25](=[O:53])[NH:26][C:27]([C:29]1[S:30][C:31]([S:51][CH3:52])=[C:32]([S:34]([C:37]2[CH:38]=[C:39]([C:43]3[CH:48]=[CH:47][C:46]([NH2:49])=[CH:45][C:44]=3[CH3:50])[CH:40]=[CH:41][CH:42]=2)(=[O:36])=[O:35])[CH:33]=1)=[NH:28])([CH3:23])([CH3:22])[CH3:21].NC(N)=S. (6) Given the product [Cl:1][C:2]1[CH:7]=[C:6]([C:8]([F:11])([F:10])[F:9])[CH:5]=[CH:4][C:3]=1[C:12]#[C:13][C:14]([OH:16])=[O:15], predict the reactants needed to synthesize it. The reactants are: [Cl:1][C:2]1[CH:7]=[C:6]([C:8]([F:11])([F:10])[F:9])[CH:5]=[CH:4][C:3]=1[C:12]#[C:13][C:14]([O:16]CC)=[O:15].[OH-].[Na+]. (7) Given the product [NH2:20][C:18]1[N:17]=[CH:16][N:15]=[C:14]2[N:13]([CH2:28][C:29]([NH2:31])=[O:30])[N:12]=[C:11]([C:2]3[CH:3]=[CH:4][C:5]4[C:10](=[CH:9][CH:8]=[CH:7][CH:6]=4)[CH:1]=3)[C:19]=12, predict the reactants needed to synthesize it. The reactants are: [CH:1]1[C:10]2[C:5](=[CH:6][CH:7]=[CH:8][CH:9]=2)[CH:4]=[CH:3][C:2]=1[C:11]1[C:19]2[C:14](=[N:15][CH:16]=[N:17][C:18]=2[NH2:20])[NH:13][N:12]=1.C([O-])([O-])=O.[K+].[K+].I[CH2:28][C:29]([NH2:31])=[O:30].O. (8) Given the product [NH2:34][C:6]([CH2:12][CH2:13][C:14]1[CH:15]=[CH:16][C:17]([C:20]2[CH:25]=[CH:24][C:23]([C:26]3[CH:30]=[C:29]([CH2:31][CH2:32][CH3:33])[O:28][N:27]=3)=[CH:22][CH:21]=2)=[CH:18][CH:19]=1)([CH2:7][OH:8])[CH2:5][OH:4], predict the reactants needed to synthesize it. The reactants are: C([O:4][CH2:5][C:6]([NH:34]C(=O)C)([CH2:12][CH2:13][C:14]1[CH:19]=[CH:18][C:17]([C:20]2[CH:25]=[CH:24][C:23]([C:26]3[CH:30]=[C:29]([CH2:31][CH2:32][CH3:33])[O:28][N:27]=3)=[CH:22][CH:21]=2)=[CH:16][CH:15]=1)[CH2:7][O:8]C(=O)C)(=O)C.[Li+].[OH-].